Task: Predict the product of the given reaction.. Dataset: Forward reaction prediction with 1.9M reactions from USPTO patents (1976-2016) (1) Given the reactants [CH2:1]([C:3]1[CH:8]=[C:7]([CH3:9])[CH:6]=[C:5]([CH2:10][CH3:11])[C:4]=1[C:12](=[O:24])[C:13]([NH:15][N:16]=[CH:17][C:18]1[CH:23]=[CH:22][CH:21]=[CH:20][CH:19]=1)=[O:14])[CH3:2].[CH2:25](C(C)=O)C(C)C.[C:32](=O)([O-])[O-].[K+].[K+].S(OC)(OC)(=O)=O, predict the reaction product. The product is: [CH2:1]([C:3]1[CH:8]=[C:7]([CH3:9])[CH:6]=[C:5]([CH2:10][CH3:11])[C:4]=1[C:12](=[O:24])[C:13]([N:15]([CH3:25])[N:16]=[CH:17][C:18]1[CH:19]=[CH:20][CH:21]=[CH:22][CH:23]=1)=[O:14])[CH3:2].[CH2:1]([C:3]1[CH:8]=[C:7]([CH3:9])[CH:6]=[C:5]([CH2:10][CH3:11])[C:4]=1[C:12](=[O:24])[C:13](=[N:15][N:16]=[CH:17][C:18]1[CH:19]=[CH:20][CH:21]=[CH:22][CH:23]=1)[O:14][CH3:32])[CH3:2]. (2) Given the reactants [F:1][C:2]1[CH:7]=[CH:6][C:5]([NH:8][C:9]([CH2:11][C:12]2[CH:35]=[CH:34][C:15]3[C:16]([CH2:19][CH2:20][CH:21]4[CH2:26][CH2:25][N:24]([C:27]([O:29][C:30]([CH3:33])([CH3:32])[CH3:31])=[O:28])[CH2:23][CH2:22]4)=[N:17][O:18][C:14]=3[C:13]=2[CH2:36][O:37]C2CCCCO2)=[O:10])=[CH:4][CH:3]=1.C1(C)C=CC(S([O-])(=O)=O)=CC=1.[NH+]1C=CC=CC=1.C(=O)(O)[O-].[Na+].O, predict the reaction product. The product is: [F:1][C:2]1[CH:7]=[CH:6][C:5]([NH:8][C:9]([CH2:11][C:12]2[CH:35]=[CH:34][C:15]3[C:16]([CH2:19][CH2:20][CH:21]4[CH2:22][CH2:23][N:24]([C:27]([O:29][C:30]([CH3:33])([CH3:31])[CH3:32])=[O:28])[CH2:25][CH2:26]4)=[N:17][O:18][C:14]=3[C:13]=2[CH2:36][OH:37])=[O:10])=[CH:4][CH:3]=1.